This data is from Forward reaction prediction with 1.9M reactions from USPTO patents (1976-2016). The task is: Predict the product of the given reaction. (1) Given the reactants [C:1]([C:3]1[CH:4]=[N:5][CH:6]=[C:7]([CH:10]=1)[C:8]#[N:9])#[CH:2].[F:11][C:12]1[CH:17]=[CH:16][C:15](I)=[CH:14][C:13]=1[OH:19].C(P(C(C)(C)C)C(C)(C)C)(C)(C)C.C(NCC)C, predict the reaction product. The product is: [OH:19][C:13]1[CH:14]=[C:15]([C:2]#[C:1][C:3]2[CH:4]=[N:5][CH:6]=[C:7]([CH:10]=2)[C:8]#[N:9])[CH:16]=[CH:17][C:12]=1[F:11]. (2) Given the reactants [Cl:1][C:2]1[CH:3]=[C:4]([CH:9]=[CH:10][C:11]=1[O:12][C:13]1[CH:18]=[CH:17][CH:16]=[C:15]([C:19]2[CH:24]=[CH:23][N:22]=[N:21][CH:20]=2)[C:14]=1[C:25]#[N:26])[C:5]([O:7]C)=[O:6].[OH-].[Li+], predict the reaction product. The product is: [Cl:1][C:2]1[CH:3]=[C:4]([CH:9]=[CH:10][C:11]=1[O:12][C:13]1[CH:18]=[CH:17][CH:16]=[C:15]([C:19]2[CH:24]=[CH:23][N:22]=[N:21][CH:20]=2)[C:14]=1[C:25]#[N:26])[C:5]([OH:7])=[O:6]. (3) Given the reactants [CH:1]([OH:3])=[O:2].[NH2:4][C:5]1[N:10]=[CH:9][N:8]=[C:7]2[N:11]([CH:22]([C:24]3OC(=O)[C:27]4[C:32]([C:33]=3[C:34]3[CH2:35][NH:36][CH2:37][CH2:38][CH:39]=3)=[CH:31][CH:30]=[CH:29][CH:28]=4)[CH3:23])[N:12]=[C:13]([C:14]3[CH:19]=[C:18]([OH:20])[CH:17]=[C:16]([F:21])[CH:15]=3)[C:6]=12.[CH3:41][N:42]1[CH2:47][CH2:46][C:45](=O)[CH2:44][CH2:43]1.CCN(C(C)C)C(C)C.CC(O)=O.C(O[BH-](OC(=O)C)OC(=O)C)(=O)C.[Na+].C(Cl)[Cl:77], predict the reaction product. The product is: [ClH:77].[ClH:77].[NH2:4][C:5]1[N:10]=[CH:9][N:8]=[C:7]2[N:11]([CH:22]([C:24]3[O:2][C:1](=[O:3])[C:27]4[C:32]([C:33]=3[C:34]3[CH2:35][N:36]([CH:45]5[CH2:46][CH2:47][N:42]([CH3:41])[CH2:43][CH2:44]5)[CH2:37][CH2:38][CH:39]=3)=[CH:31][CH:30]=[CH:29][CH:28]=4)[CH3:23])[N:12]=[C:13]([C:14]3[CH:19]=[C:18]([OH:20])[CH:17]=[C:16]([F:21])[CH:15]=3)[C:6]=12. (4) Given the reactants [Cl:1][C:2]1[CH:28]=[CH:27][C:5]2[N:6]3[C:10]([CH2:11][NH:12][CH2:13][C:4]=2[CH:3]=1)=[N:9][N:8]=[C:7]3[C@H:14]1[CH2:19][CH2:18][C@H:17]([C:20]2[C:25]([F:26])=[CH:24][CH:23]=[CH:22][N:21]=2)[CH2:16][CH2:15]1.C(=O)([O-])[O-].[Cs+].[Cs+].FC(F)(F)S(O[CH2:41][CH:42]([F:44])[F:43])(=O)=O, predict the reaction product. The product is: [Cl:1][C:2]1[CH:28]=[CH:27][C:5]2[N:6]3[C:10]([CH2:11][N:12]([CH2:41][CH:42]([F:44])[F:43])[CH2:13][C:4]=2[CH:3]=1)=[N:9][N:8]=[C:7]3[C@H:14]1[CH2:19][CH2:18][C@H:17]([C:20]2[C:25]([F:26])=[CH:24][CH:23]=[CH:22][N:21]=2)[CH2:16][CH2:15]1. (5) Given the reactants [NH2:1][C:2]1[CH:3]=[CH:4][C:5]2[CH2:11][CH2:10][CH2:9][C:8]([CH2:12][OH:13])=[C:7]([CH3:14])[C:6]=2[CH:15]=1.[Cl:16][C:17]1[C:18]([C:24](O)=[O:25])=[N:19][CH:20]=[C:21]([Cl:23])[CH:22]=1, predict the reaction product. The product is: [Cl:16][C:17]1[C:18]([C:24]([NH:1][C:2]2[CH:3]=[CH:4][C:5]3[CH2:11][CH2:10][CH2:9][C:8]([CH2:12][OH:13])=[C:7]([CH3:14])[C:6]=3[CH:15]=2)=[O:25])=[N:19][CH:20]=[C:21]([Cl:23])[CH:22]=1.